This data is from Catalyst prediction with 721,799 reactions and 888 catalyst types from USPTO. The task is: Predict which catalyst facilitates the given reaction. (1) Reactant: [CH2:1]([O:3][C:4]([C:6]1[C:11]([NH2:12])=[CH:10][CH:9]=[C:8](Br)[N:7]=1)=[O:5])[CH3:2].[O:14]1[C:18]2([CH2:23][CH2:22][C:21](B3OC(C)(C)C(C)(C)O3)=[CH:20][CH2:19]2)[O:17][CH2:16][CH2:15]1.ClCCl.C(=O)([O-])[O-].[K+].[K+]. Product: [NH2:12][C:11]1[C:6]([C:4]([O:3][CH2:1][CH3:2])=[O:5])=[N:7][C:8]([C:21]2[CH2:22][CH2:23][C:18]3([O:17][CH2:16][CH2:15][O:14]3)[CH2:19][CH:20]=2)=[CH:9][CH:10]=1. The catalyst class is: 38. (2) Reactant: [F:1][C:2]1[CH:3]=[C:4]([N:18]2[CH2:22][C@H:21]([CH2:23][NH:24][C:25](=[O:27])[CH3:26])[O:20][C:19]2=[O:28])[CH:5]=[CH:6][C:7]=1[N:8]1[CH2:13][CH2:12][N:11]([C:14](=[O:17])[CH2:15][OH:16])[CH2:10][CH2:9]1.C1C=C([O:35]O)C(C(O)=O)=C(C(O)=O)C=1. Product: [F:1][C:2]1[CH:3]=[C:4]([N:18]2[CH2:22][C@@H:21]([CH2:23][NH+:24]([O-:35])[C:25](=[O:27])[CH3:26])[O:20][C:19]2=[O:28])[CH:5]=[CH:6][C:7]=1[N:8]1[CH2:13][CH2:12][N:11]([C:14](=[O:17])[CH2:15][OH:16])[CH2:10][CH2:9]1. The catalyst class is: 5. (3) Reactant: [CH3:1][Si:2]([CH3:19])([CH3:18])[CH2:3][CH2:4][O:5][CH2:6][N:7]1[C:11]2=[N:12][CH:13]=[C:14]([C:16]#[N:17])[CH:15]=[C:10]2[N:9]=[CH:8]1.[Li+].CC([N-]C(C)C)C.[CH:28]([C:30]1[C:38]([O:39][CH3:40])=[CH:37][C:36]([CH3:41])=[C:35]2[C:31]=1[CH:32]=[CH:33][N:34]2[C:42]([O:44][C:45]([CH3:48])([CH3:47])[CH3:46])=[O:43])=[O:29]. Product: [C:16]([C:14]1[CH:15]=[C:10]2[N:9]=[C:8]([CH:28]([OH:29])[C:30]3[C:38]([O:39][CH3:40])=[CH:37][C:36]([CH3:41])=[C:35]4[C:31]=3[CH:32]=[CH:33][N:34]4[C:42]([O:44][C:45]([CH3:47])([CH3:46])[CH3:48])=[O:43])[N:7]([CH2:6][O:5][CH2:4][CH2:3][Si:2]([CH3:19])([CH3:18])[CH3:1])[C:11]2=[N:12][CH:13]=1)#[N:17]. The catalyst class is: 1. (4) Reactant: Cl[CH2:2][CH2:3][CH2:4][N:5]1[C:14]2[C:9](=[CH:10][C:11]([F:16])=[C:12]([F:15])[CH:13]=2)[CH2:8][CH2:7][C:6]1=[O:17].[NH:18]1[CH2:23][CH2:22][CH:21]([CH2:24][CH2:25][O:26][C:27](=[O:32])[C:28]([CH3:31])([CH3:30])[CH3:29])[CH2:20][CH2:19]1.C([O-])([O-])=O.[Cs+].[Cs+].O. Product: [F:16][C:11]1[CH:10]=[C:9]2[C:14](=[CH:13][C:12]=1[F:15])[N:5]([CH2:4][CH2:3][CH2:2][N:18]1[CH2:23][CH2:22][CH:21]([CH2:24][CH2:25][O:26][C:27](=[O:32])[C:28]([CH3:30])([CH3:29])[CH3:31])[CH2:20][CH2:19]1)[C:6](=[O:17])[CH2:7][CH2:8]2. The catalyst class is: 3. (5) Reactant: [N:1]1([CH2:7][CH2:8][NH:9][CH2:10][C:11]2[CH:16]=[CH:15][CH:14]=[C:13]([O:17][C:18]3[CH:23]=[CH:22][CH:21]=[C:20]([C:24]([F:27])([F:26])[F:25])[CH:19]=3)[CH:12]=2)[CH2:6][CH2:5][CH2:4][CH2:3][CH2:2]1.[N:28]1([CH2:34][CH2:35][CH2:36][N:37]=[C:38]=[S:39])[CH2:33][CH2:32][O:31][CH2:30][CH2:29]1. Product: [N:28]1([CH2:34][CH2:35][CH2:36][NH:37][C:38](=[S:39])[N:9]([CH2:8][CH2:7][N:1]2[CH2:6][CH2:5][CH2:4][CH2:3][CH2:2]2)[CH2:10][C:11]2[CH:16]=[CH:15][CH:14]=[C:13]([O:17][C:18]3[CH:23]=[CH:22][CH:21]=[C:20]([C:24]([F:25])([F:26])[F:27])[CH:19]=3)[CH:12]=2)[CH2:33][CH2:32][O:31][CH2:30][CH2:29]1. The catalyst class is: 2. (6) Reactant: [CH3:1][N:2]([CH2:4][C:5]1[CH:14]=[CH:13][C:8]([C:9]([O:11]C)=[O:10])=[C:7]([NH:15][C:16](=[O:44])[C@H:17]([NH:29][C:30]([N:32]2[CH2:37][CH2:36][CH:35]([C:38]3[CH:43]=[CH:42][CH:41]=[CH:40][CH:39]=3)[CH2:34][CH2:33]2)=[O:31])[C@H:18]([C:20]2[C:28]3[C:23](=[CH:24][CH:25]=[CH:26][CH:27]=3)[NH:22][CH:21]=2)[CH3:19])[CH:6]=1)[CH3:3].CO.[OH-].[Na+].Cl. Product: [CH3:1][N:2]([CH2:4][C:5]1[CH:14]=[CH:13][C:8]([C:9]([OH:11])=[O:10])=[C:7]([NH:15][C:16](=[O:44])[C@H:17]([NH:29][C:30]([N:32]2[CH2:37][CH2:36][CH:35]([C:38]3[CH:39]=[CH:40][CH:41]=[CH:42][CH:43]=3)[CH2:34][CH2:33]2)=[O:31])[C@H:18]([C:20]2[C:28]3[C:23](=[CH:24][CH:25]=[CH:26][CH:27]=3)[NH:22][CH:21]=2)[CH3:19])[CH:6]=1)[CH3:3]. The catalyst class is: 1. (7) Reactant: [C:1]1([S:7]([CH2:10][C:11]2[C:16]([C:17]([O:19][CH3:20])=[O:18])=[C:15]([OH:21])[C:14]([C:22]3[CH:26]=[CH:25][O:24][CH:23]=3)=[CH:13][CH:12]=2)(=[O:9])=[O:8])[CH:6]=[CH:5][CH:4]=[CH:3][CH:2]=1.[CH3:27][N:28]([CH3:32])[CH2:29][CH2:30]O.C1(P(C2C=CC=CC=2)C2C=CC=CC=2)C=CC=CC=1.N(C(OC(C)C)=O)=NC(OC(C)C)=O. Product: [C:1]1([S:7]([CH2:10][C:11]2[C:16]([C:17]([O:19][CH3:20])=[O:18])=[C:15]([O:21][CH2:30][CH2:29][N:28]([CH3:32])[CH3:27])[C:14]([C:22]3[CH:26]=[CH:25][O:24][CH:23]=3)=[CH:13][CH:12]=2)(=[O:9])=[O:8])[CH:6]=[CH:5][CH:4]=[CH:3][CH:2]=1. The catalyst class is: 1. (8) Reactant: C(OC([N:8]1[CH2:13][C:12]([C:14]2[O:18][N:17]=[C:16]([C:19]3[CH:24]=[CH:23][C:22]([F:25])=[CH:21][CH:20]=3)[N:15]=2)=[CH:11][CH2:10][CH2:9]1)=O)(C)(C)C.[Cl:26]CCl. The catalyst class is: 33. Product: [ClH:26].[F:25][C:22]1[CH:23]=[CH:24][C:19]([C:16]2[N:15]=[C:14]([C:12]3[CH2:13][NH:8][CH2:9][CH2:10][CH:11]=3)[O:18][N:17]=2)=[CH:20][CH:21]=1. (9) Reactant: Br[C:2]1[CH:7]=[CH:6][CH:5]=[CH:4][C:3]=1[N+:8]([O-:10])=[O:9].C([O-])(=O)C.[Na+].[Br:16][C:17]1[CH:23]=[CH:22][C:20]([NH2:21])=[CH:19][CH:18]=1. Product: [Br:16][C:17]1[CH:23]=[CH:22][C:20]([NH:21][C:2]2[CH:7]=[CH:6][CH:5]=[CH:4][C:3]=2[N+:8]([O-:10])=[O:9])=[CH:19][CH:18]=1. The catalyst class is: 13. (10) Reactant: CN(C)CCN(C)C.C([Li])(CC)C.[CH2:14]([O:16][C:17]1[CH:18]=[C:19]([CH:29]=[CH:30][N:31]=1)[C:20]([N:22]([CH:26]([CH3:28])[CH3:27])[CH:23]([CH3:25])[CH3:24])=[O:21])[CH3:15].[B:32](OC)([O:35]C)[O:33]C.[Cl-].[NH4+].Cl. Product: [CH:23]([N:22]([CH:26]([CH3:28])[CH3:27])[C:20]([C:19]1[CH:29]=[CH:30][N:31]=[C:17]([O:16][CH2:14][CH3:15])[C:18]=1[B:32]([OH:35])[OH:33])=[O:21])([CH3:25])[CH3:24]. The catalyst class is: 1.